This data is from Forward reaction prediction with 1.9M reactions from USPTO patents (1976-2016). The task is: Predict the product of the given reaction. (1) Given the reactants [CH3:1][O:2][C:3](=[O:13])[C:4]1[C:9]([Cl:10])=[CH:8][CH:7]=[CH:6][C:5]=1[CH2:11]Br.[H-].[Na+].[CH3:16][OH:17], predict the reaction product. The product is: [CH3:1][O:2][C:3](=[O:13])[C:4]1[C:5]([CH2:11][O:17][CH3:16])=[CH:6][CH:7]=[CH:8][C:9]=1[Cl:10]. (2) Given the reactants Br[C:2]1[CH:3]=[N:4][C:5]2[C:10]([CH:11]=1)=[N:9][CH:8]=[C:7]([Br:12])[CH:6]=2.C([Sn](CCCC)(CCCC)[CH:18]=[CH:19][O:20][CH2:21][CH3:22])CCC.[Li+].[Cl-].[F-].[K+], predict the reaction product. The product is: [Br:12][C:7]1[CH:8]=[N:9][C:10]2[C:5]([CH:6]=1)=[N:4][CH:3]=[C:2]([CH:18]=[CH:19][O:20][CH2:21][CH3:22])[CH:11]=2. (3) Given the reactants Br[CH:2]([C:7]([C:9]1[CH:14]=[CH:13][C:12]([F:15])=[CH:11][CH:10]=1)=O)[CH2:3][C:4]([OH:6])=[O:5].[C:16]1([C:26]2[CH:31]=[CH:30][CH:29]=[CH:28][CH:27]=2)[CH:21]=[CH:20][CH:19]=[CH:18][C:17]=1[CH2:22][C:23]([NH2:25])=[S:24], predict the reaction product. The product is: [C:16]1([C:26]2[CH:27]=[CH:28][CH:29]=[CH:30][CH:31]=2)[CH:21]=[CH:20][CH:19]=[CH:18][C:17]=1[CH2:22][C:23]1[S:24][C:2]([CH2:3][C:4]([OH:6])=[O:5])=[C:7]([C:9]2[CH:14]=[CH:13][C:12]([F:15])=[CH:11][CH:10]=2)[N:25]=1. (4) Given the reactants [Br:1][C:2]1[CH:3]=[C:4]([CH:15]=[C:16]([OH:18])[CH:17]=1)[C:5]([O:7][CH2:8][C:9]1[CH:14]=[CH:13][CH:12]=[CH:11][CH:10]=1)=[O:6].Br[CH2:20][CH2:21][CH2:22][CH2:23][CH2:24][CH2:25][CH2:26][CH2:27][CH:28]1[O:32][CH2:31][CH2:30][O:29]1.C(=O)([O-])[O-].[K+].[K+], predict the reaction product. The product is: [O:29]1[CH2:30][CH2:31][O:32][CH:28]1[CH2:27][CH2:26][CH2:25][CH2:24][CH2:23][CH2:22][CH2:21][CH2:20][O:18][C:16]1[CH:15]=[C:4]([CH:3]=[C:2]([Br:1])[CH:17]=1)[C:5]([O:7][CH2:8][C:9]1[CH:14]=[CH:13][CH:12]=[CH:11][CH:10]=1)=[O:6]. (5) Given the reactants [CH3:1][C:2]1([CH3:12])[CH2:11][C:10]2[C:5](=[CH:6][CH:7]=[CH:8][CH:9]=2)[NH:4][CH2:3]1.[N+:13]([O-])([OH:15])=[O:14], predict the reaction product. The product is: [N+:13]([C:7]1[CH:6]=[C:5]2[C:10]([CH2:11][C:2]([CH3:12])([CH3:1])[CH2:3][NH:4]2)=[CH:9][CH:8]=1)([O-:15])=[O:14]. (6) The product is: [I-:26].[OH:24][C:5]1[CH:4]=[CH:3][C:2]([CH3:1])=[CH:7][C:6]=1[C@@H:8]([C:18]1[CH:19]=[CH:20][CH:21]=[CH:22][CH:23]=1)[CH2:9][CH2:10][N+:11]([CH:12]([CH3:13])[CH3:14])([CH:15]([CH3:17])[CH3:16])[CH3:25]. Given the reactants [CH3:1][C:2]1[CH:3]=[CH:4][C:5]([OH:24])=[C:6]([C@@H:8]([C:18]2[CH:19]=[CH:20][CH:21]=[CH:22][CH:23]=2)[CH2:9][CH2:10][N:11]([CH:15]([CH3:17])[CH3:16])[CH:12]([CH3:14])[CH3:13])[CH:7]=1.[CH3:25][I:26], predict the reaction product.